Dataset: Forward reaction prediction with 1.9M reactions from USPTO patents (1976-2016). Task: Predict the product of the given reaction. (1) Given the reactants C([Si](C)(C)[O:6][C@H:7]1[CH2:12][CH2:11][C@H:10]([NH:13][C:14]2[CH:19]=[CH:18][C:17]([S:20][C:21]([F:24])([F:23])[F:22])=[CH:16][CH:15]=2)[CH2:9][CH2:8]1)(C)(C)C.[F-:27].[CH2:28]([N+:32]([CH2:41][CH2:42][CH2:43][CH3:44])([CH2:37][CH2:38][CH2:39][CH3:40])[CH2:33][CH2:34][CH2:35][CH3:36])[CH2:29][CH2:30][CH3:31], predict the reaction product. The product is: [F:22][C:21]([S:20][C:17]1[CH:16]=[CH:15][C:14]([NH:13][C@H:10]2[CH2:11][CH2:12][C@H:7]([OH:6])[CH2:8][CH2:9]2)=[CH:19][CH:18]=1)([F:24])[F:23].[F-:27].[CH2:41]([N+:32]([CH2:28][CH2:29][CH2:30][CH3:31])([CH2:33][CH2:34][CH2:35][CH3:36])[CH2:37][CH2:38][CH2:39][CH3:40])[CH2:42][CH2:43][CH3:44]. (2) Given the reactants C(O[C:6]([NH:8][NH:9][CH2:10][C:11]1[CH:16]=[C:15]([Br:17])[CH:14]=[CH:13][C:12]=1[OH:18])=O)(C)(C)C.CCO.[CH2:22]([O:24][C:25](=[O:35])[CH2:26][C:27](=CN(C)C)[C:28](=O)[CH3:29])[CH3:23], predict the reaction product. The product is: [CH2:22]([O:24][C:25](=[O:35])[CH2:26][C:27]1[CH:6]=[N:8][N:9]([CH2:10][C:11]2[CH:16]=[C:15]([Br:17])[CH:14]=[CH:13][C:12]=2[OH:18])[C:28]=1[CH3:29])[CH3:23]. (3) Given the reactants [OH:1][N:2]1[C:6](=[O:7])[C:5]2=[CH:8][CH:9]=[CH:10][CH:11]=[C:4]2[C:3]1=[O:12].[C:13]1(P([C:13]2[CH:18]=[CH:17][CH:16]=[CH:15][CH:14]=2)[C:13]2[CH:18]=[CH:17][CH:16]=[CH:15][CH:14]=2)[CH:18]=[CH:17][CH:16]=[CH:15][CH:14]=1.[N:32](C(OCC)=O)=NC(OCC)=O, predict the reaction product. The product is: [N:32]1[CH:17]=[CH:16][CH:15]=[CH:14][C:13]=1[CH2:18][O:1][N:2]1[C:3](=[O:12])[C:4]2[C:5](=[CH:8][CH:9]=[CH:10][CH:11]=2)[C:6]1=[O:7]. (4) Given the reactants [C:1]([O:5][C:6]([N:8]1[CH2:13][CH2:12][NH:11][CH2:10][CH2:9]1)=[O:7])([CH3:4])([CH3:3])[CH3:2].C(=O)([O-])[O-].[Cs+].[Cs+].C1(P(C2C=CC=CC=2)C2C=CC3C(=CC=CC=3)C=2C2C3C(=CC=CC=3)C=CC=2P(C2C=CC=CC=2)C2C=CC=CC=2)C=CC=CC=1.[CH3:66][C:67]1([CH3:81])[CH2:71][C:70]2[CH:72]=[CH:73][CH:74]=[C:75](CS([O-])(=O)=O)[C:69]=2[O:68]1, predict the reaction product. The product is: [CH3:66][C:67]1([CH3:81])[CH2:71][C:70]2[CH:72]=[CH:73][CH:74]=[C:75]([N:11]3[CH2:12][CH2:13][N:8]([C:6]([O:5][C:1]([CH3:4])([CH3:2])[CH3:3])=[O:7])[CH2:9][CH2:10]3)[C:69]=2[O:68]1.